This data is from Forward reaction prediction with 1.9M reactions from USPTO patents (1976-2016). The task is: Predict the product of the given reaction. (1) Given the reactants [C:1]([C:4]1[O:5][C:6]2[CH:13]=[CH:12][C:11]([O:14]C(C)=O)=[C:10]([Br:18])[C:7]=2[C:8]=1[NH2:9])(=[O:3])[CH3:2].C([O-])([O-])=O.[K+].[K+].Cl, predict the reaction product. The product is: [C:1]([C:4]1[O:5][C:6]2[CH:13]=[CH:12][C:11]([OH:14])=[C:10]([Br:18])[C:7]=2[C:8]=1[NH2:9])(=[O:3])[CH3:2]. (2) Given the reactants [CH3:1][O:2][C:3]1[C:11]2[O:10][CH:9]=[CH:8][C:7]=2[CH:6]=[CH:5][CH:4]=1.[Li]CCCC.Br[C:18]1[CH:19]=[CH:20][C:21]([O:28][CH2:29][CH2:30][CH3:31])=[C:22]([CH:27]=1)[C:23]([O:25][CH3:26])=[O:24], predict the reaction product. The product is: [CH3:1][O:2][C:3]1[C:11]2[O:10][C:9]([C:18]3[CH:19]=[CH:20][C:21]([O:28][CH2:29][CH2:30][CH3:31])=[C:22]([CH:27]=3)[C:23]([O:25][CH3:26])=[O:24])=[CH:8][C:7]=2[CH:6]=[CH:5][CH:4]=1. (3) Given the reactants [N:1]1[N:2]2[CH2:11][CH2:10][CH2:9][C:3]2=[CH:4][C:5]=1[C:6]([O-])=[O:7].[K+].CN(C)C=O.C(Cl)(=O)C(Cl)=O.Cl.[CH3:25][NH:26][O:27][CH3:28].N1C=CC=CC=1, predict the reaction product. The product is: [CH3:28][O:27][N:26]([CH3:25])[C:6]([C:5]1[CH:4]=[C:3]2[CH2:9][CH2:10][CH2:11][N:2]2[N:1]=1)=[O:7]. (4) Given the reactants C(O)(=O)/C=C/C(O)=O.[Cl:9][C:10]1[CH:15]=[CH:14][CH:13]=[CH:12][C:11]=1[CH:16]1[CH2:21][CH2:20][CH2:19][NH:18][CH2:17]1.[CH:22]([C:24]1[CH:39]=[CH:38][C:27]([O:28][C:29]2[CH:37]=[CH:36][C:32]([C:33]([NH2:35])=[O:34])=[CH:31][N:30]=2)=[CH:26][CH:25]=1)=O.C(O[BH-](OC(=O)C)OC(=O)C)(=O)C.[Na+].C(O)(=O)C, predict the reaction product. The product is: [Cl:9][C:10]1[CH:15]=[CH:14][CH:13]=[CH:12][C:11]=1[CH:16]1[CH2:21][CH2:20][CH2:19][N:18]([CH2:22][C:24]2[CH:39]=[CH:38][C:27]([O:28][C:29]3[CH:37]=[CH:36][C:32]([C:33]([NH2:35])=[O:34])=[CH:31][N:30]=3)=[CH:26][CH:25]=2)[CH2:17]1.